This data is from Reaction yield outcomes from USPTO patents with 853,638 reactions. The task is: Predict the reaction yield, written as a fraction of the theoretical maximum amount of product (1.0 means a 100% yield; for example, 0.34 means a 34% yield). (1) The reactants are [CH:1]([O:4][C:5]1[CH:10]=[CH:9][C:8]([N+:11]([O-])=O)=[C:7]([N+:14]([O-])=O)[CH:6]=1)([CH3:3])[CH3:2].O.O.Cl[Sn]Cl. The catalyst is CCO. The product is [CH:1]([O:4][C:5]1[CH:6]=[C:7]([NH2:14])[C:8]([NH2:11])=[CH:9][CH:10]=1)([CH3:3])[CH3:2]. The yield is 0.890. (2) The reactants are CN(C)C(N(C)C)=N.[CH3:9][O:10][C:11](=[O:40])[CH:12](P(OC)(OC)=O)[NH:13][C:14](=[O:33])[C:15]1[CH:20]=[CH:19][C:18]([CH:21]([OH:31])/[CH:22]=[CH:23]/[C:24]2[CH:29]=[CH:28][CH:27]=[C:26]([OH:30])[CH:25]=2)=[CH:17][C:16]=1[Cl:32].[CH3:41][C:42]1[S:43][C:44]([CH:48]=O)=[C:45]([CH3:47])[N:46]=1. The catalyst is O1CCCC1. The product is [CH3:9][O:10][C:11](=[O:40])/[C:12](/[NH:13][C:14](=[O:33])[C:15]1[CH:20]=[CH:19][C:18]([CH:21]([OH:31])/[CH:22]=[CH:23]/[C:24]2[CH:29]=[CH:28][CH:27]=[C:26]([OH:30])[CH:25]=2)=[CH:17][C:16]=1[Cl:32])=[CH:48]/[C:44]1[S:43][C:42]([CH3:41])=[N:46][C:45]=1[CH3:47]. The yield is 0.840. (3) The reactants are C(=O)([O-])O.[Na+].Br[CH2:7][C:8]([NH:10][C:11]1[C:12]([S:22][CH:23]([CH3:25])[CH3:24])=[N:13][C:14]([CH3:21])=[CH:15][C:16]=1[S:17][CH:18]([CH3:20])[CH3:19])=[O:9].[SH:26][C:27]1[O:28][C:29]2[CH:35]=[CH:34][CH:33]=[CH:32][C:30]=2[N:31]=1. The catalyst is C(#N)C. The product is [O:28]1[C:29]2[CH:35]=[CH:34][CH:33]=[CH:32][C:30]=2[N:31]=[C:27]1[S:26][CH2:7][C:8]([NH:10][C:11]1[C:12]([S:22][CH:23]([CH3:25])[CH3:24])=[N:13][C:14]([CH3:21])=[CH:15][C:16]=1[S:17][CH:18]([CH3:20])[CH3:19])=[O:9]. The yield is 0.440. (4) The reactants are [CH:1]1([C:4]2[CH:9]=[C:8]([F:10])[C:7]([N+:11]([O-:13])=[O:12])=[CH:6][C:5]=2[NH2:14])[CH2:3][CH2:2]1.[C:15](Cl)(=[O:17])[CH3:16]. No catalyst specified. The product is [CH:1]1([C:4]2[CH:9]=[C:8]([F:10])[C:7]([N+:11]([O-:13])=[O:12])=[CH:6][C:5]=2[NH:14][C:15](=[O:17])[CH3:16])[CH2:3][CH2:2]1. The yield is 0.840. (5) The reactants are [H-].[Na+].[CH:3]([O:6][C:7]1[CH:11]=[C:10]([CH2:12][CH2:13][C:14]([O:16][CH2:17][CH3:18])=[O:15])[NH:9][N:8]=1)([CH3:5])[CH3:4].[Cl:19][C:20]1[CH:27]=[CH:26][C:23]([CH2:24]Cl)=[C:22]([O:28][CH3:29])[CH:21]=1.O. The catalyst is CN(C)C=O. The product is [Cl:19][C:20]1[CH:27]=[CH:26][C:23]([CH2:24][N:9]2[C:10]([CH2:12][CH2:13][C:14]([O:16][CH2:17][CH3:18])=[O:15])=[CH:11][C:7]([O:6][CH:3]([CH3:5])[CH3:4])=[N:8]2)=[C:22]([O:28][CH3:29])[CH:21]=1. The yield is 0.320.